This data is from Forward reaction prediction with 1.9M reactions from USPTO patents (1976-2016). The task is: Predict the product of the given reaction. (1) Given the reactants [C:1]([O:5][C:6]([N:8]1[CH2:16][C:15]2[C:10](=[CH:11][C:12]([CH:21]=[CH2:22])=[C:13]([C:17]([F:20])([F:19])[F:18])[CH:14]=2)[CH2:9]1)=[O:7])([CH3:4])([CH3:3])[CH3:2], predict the reaction product. The product is: [C:1]([O:5][C:6]([N:8]1[CH2:9][C:10]2[C:15](=[CH:14][C:13]([C:17]([F:20])([F:18])[F:19])=[C:12]([CH2:21][CH3:22])[CH:11]=2)[CH2:16]1)=[O:7])([CH3:2])([CH3:3])[CH3:4]. (2) Given the reactants I.[Br:2][C:3]1[CH:4]=[C:5]2[C:10]([NH:11][C@H:12]3[C@@H:16]([O:17][CH3:18])[CH2:15][NH:14][CH2:13]3)=[C:9]([C:19]([NH2:21])=[O:20])[CH:8]=[N:7][N:6]2[CH:22]=1.CS[C:25]1[N:30]=[CH:29][C:28]([C:31]#[N:32])=[CH:27][N:26]=1.C(N(CC)C(C)C)(C)C.O, predict the reaction product. The product is: [Br:2][C:3]1[CH:4]=[C:5]2[C:10]([NH:11][C@H:12]3[C@@H:16]([O:17][CH3:18])[CH2:15][N:14]([C:25]4[N:30]=[CH:29][C:28]([C:31]#[N:32])=[CH:27][N:26]=4)[CH2:13]3)=[C:9]([C:19]([NH2:21])=[O:20])[CH:8]=[N:7][N:6]2[CH:22]=1. (3) Given the reactants Cl.[CH3:2][C:3]1[CH:4]=[CH:5][C:6]([C:12]2[CH:17]=[CH:16][N:15]=[CH:14][CH:13]=2)=[C:7]([CH:11]=1)[C:8]([OH:10])=O.[CH2:18]([C:25]1([OH:31])[CH2:30][CH2:29][NH:28][CH2:27][CH2:26]1)[C:19]1[CH:24]=[CH:23][CH:22]=[CH:21][CH:20]=1.CN(C(ON1N=NC2C=CC=NC1=2)=[N+](C)C)C.F[P-](F)(F)(F)(F)F.C(N(CC)CC)C, predict the reaction product. The product is: [CH2:18]([C:25]1([OH:31])[CH2:30][CH2:29][N:28]([C:8]([C:7]2[CH:11]=[C:3]([CH3:2])[CH:4]=[CH:5][C:6]=2[C:12]2[CH:17]=[CH:16][N:15]=[CH:14][CH:13]=2)=[O:10])[CH2:27][CH2:26]1)[C:19]1[CH:20]=[CH:21][CH:22]=[CH:23][CH:24]=1. (4) The product is: [CH3:13][O:12][C:10]1[C:6]2[C:7](=[O:9])[O:8][CH:15]=[N:14][C:5]=2[CH:4]=[C:3]([O:2][CH3:1])[CH:11]=1. Given the reactants [CH3:1][O:2][C:3]1[CH:4]=[C:5]([NH2:14])[C:6](=[C:10]([O:12][CH3:13])[CH:11]=1)[C:7]([OH:9])=[O:8].[CH2:15](OC(OCC)OCC)C, predict the reaction product. (5) Given the reactants BrC1C(OC)=CC=C(C=1)C=[O:8].[N+](CC)([O-])=O.C(N)CCC.[N+]([C:25]([CH3:36])=[CH:26][C:27]1[CH:28]=[C:29]([Br:35])[CH:30]=[CH:31][C:32]=1[O:33][CH3:34])([O-])=O.Cl, predict the reaction product. The product is: [Br:35][C:29]1[CH:30]=[CH:31][C:32]([O:33][CH3:34])=[C:27]([CH2:26][C:25](=[O:8])[CH3:36])[CH:28]=1. (6) Given the reactants [C:1]([O:5][C:6]([NH:8][C@@H:9]([CH2:13][F:14])[C:10]([OH:12])=O)=[O:7])([CH3:4])([CH3:3])[CH3:2].C(N1CCOCC1)C.[B-](F)(F)(F)F.CCOC(C(C#N)=NOC(N(C)C)=[N+](C)C)=O.[CH2:45]([O:47][C:48]([N:50]1[CH2:55][CH2:54][NH:53][CH2:52][CH2:51]1)=[O:49])[CH3:46], predict the reaction product. The product is: [CH2:45]([O:47][C:48]([N:50]1[CH2:51][CH2:52][N:53]([C:10](=[O:12])[C@@H:9]([NH:8][C:6]([O:5][C:1]([CH3:2])([CH3:3])[CH3:4])=[O:7])[CH2:13][F:14])[CH2:54][CH2:55]1)=[O:49])[CH3:46]. (7) The product is: [Cl:20][C:21]1[CH:26]=[C:25]([CH:24]=[CH:23][C:22]=1[C:28]([F:29])([F:30])[F:31])[O:27][CH2:2][C:3]1[C:17]([F:18])=[CH:16][C:6]([C:7]([NH:9][S:10]([N:13]([CH3:15])[CH3:14])(=[O:12])=[O:11])=[O:8])=[C:5]([F:19])[CH:4]=1. Given the reactants Br[CH2:2][C:3]1[C:17]([F:18])=[CH:16][C:6]([C:7]([NH:9][S:10]([N:13]([CH3:15])[CH3:14])(=[O:12])=[O:11])=[O:8])=[C:5]([F:19])[CH:4]=1.[Cl:20][C:21]1[CH:26]=[C:25]([OH:27])[CH:24]=[CH:23][C:22]=1[C:28]([F:31])([F:30])[F:29].C(=O)([O-])[O-].[K+].[K+], predict the reaction product. (8) Given the reactants [Cl:1][C:2]1[C:3]([F:57])=[C:4]([C@@H:8]2[C@:12]([C:15]3[CH:20]=[CH:19][C:18]([Cl:21])=[CH:17][C:16]=3[F:22])([C:13]#[N:14])[C@H:11]([CH2:23][C:24]([CH3:27])([CH3:26])[CH3:25])[NH:10][C@H:9]2[C:28]([NH:30][C:31]2[CH:54]=[CH:53][C:34]([C:35]([O:37][CH2:38][CH2:39][O:40][P:41]([O:48]C(C)(C)C)([O:43]C(C)(C)C)=[O:42])=[O:36])=[CH:33][C:32]=2[O:55][CH3:56])=[O:29])[CH:5]=[CH:6][CH:7]=1.[F:58][C:59]([F:64])([F:63])[C:60]([OH:62])=[O:61], predict the reaction product. The product is: [F:58][C:59]([F:64])([F:63])[C:60]([OH:62])=[O:61].[Cl:1][C:2]1[C:3]([F:57])=[C:4]([C@@H:8]2[C@:12]([C:15]3[CH:20]=[CH:19][C:18]([Cl:21])=[CH:17][C:16]=3[F:22])([C:13]#[N:14])[C@H:11]([CH2:23][C:24]([CH3:25])([CH3:26])[CH3:27])[NH:10][C@H:9]2[C:28]([NH:30][C:31]2[CH:54]=[CH:53][C:34]([C:35]([O:37][CH2:38][CH2:39][O:40][P:41]([OH:48])([OH:43])=[O:42])=[O:36])=[CH:33][C:32]=2[O:55][CH3:56])=[O:29])[CH:5]=[CH:6][CH:7]=1.